From a dataset of Experimentally validated miRNA-target interactions with 360,000+ pairs, plus equal number of negative samples. Binary Classification. Given a miRNA mature sequence and a target amino acid sequence, predict their likelihood of interaction. (1) The miRNA is hsa-miR-3677-5p with sequence CAGUGGCCAGAGCCCUGCAGUG. The protein sequence of the target gene is MIPVAEFKQFTEQQPAFKVLKPWWDVLAEYLTVAMLMIGVFGCTLQVTQDKIICLPSHESRENISGAPCQQLLPQGISEQMGGLRELSGLKNNLDLQQYSFINQLCYETALHWYAKYFPYLVVIHTLIFMVCTSFWFKFPGTSSKIEHFISILGKCFDSPWTTRALSEVSGENHKGPASGRAMVTTVTTTGAGSGKVGEGEKEKVLIEPEKVVSEPPVVTLLDKKEGEQAKALFEKVKKFRVHVEEGDILYSMYIRQTVLKVCKFFAILVYNLIYVEKISFLVACRVETSEITGYASFCC.... Result: 0 (no interaction). (2) The miRNA is mmu-miR-466k with sequence UGUGUGUGUACAUGUACAUGUGA. The protein sequence of the target gene is MLRTALSRMPTLLRSVRTRDSGPRRLWDLGARLKTAERLRGWAWGWASGWRSSSSAPGSGRAAALGRVEADHYQLVYTCKVCGTRSSKRISKLAYHQGVVIVTCPGCQNHHIIADNLSWFSDLKGKRNIEEILAARGEEVRRVSGDGALELILEAAVPPDTPEGDEDPPNPGKMGQS. Result: 1 (interaction). (3) The miRNA is hsa-miR-500b-3p with sequence GCACCCAGGCAAGGAUUCUG. The protein sequence of the target gene is MSSPHRASTTQQLADLSLTEGEHDEGKPLSIDYLQGHEGLIEEVLKWSEHEQLDFMDKIVHRLSHYQLGKVDNFIRPMLQRDFISNLPAHLVELILFNVNSDSLKSCEEVSTSWRCALARGQHWKKLIEKNVRSDSLWWGLSEKRQWDKFLNISRDMSVRRICEKFNYDVNIKRDKLDQLILMHVFYSKLYPKIIRDIHNIDNNWKRGNYKMTRINCQSENSKGVYCLQYDDDKIVSGLRDNTIKIWDRKDYSCSRILSGHTGSVLCLQYDNRVIISGSSDATVRVWDVETGECIKTLIH.... Result: 0 (no interaction). (4) The protein sequence of the target gene is MVVSKMNKDAQMRAAINQKLIETGERERLKELLRAKLIECGWKDQLKAHCKEVIKEKGLEHVTVDDLVAEITPKGRALVPDSVKKELLQRIRTFLAQHASL. The miRNA is mmu-miR-3101-5p with sequence GGUACCAUUGACUAAAGCUAG. Result: 0 (no interaction).